From a dataset of Reaction yield outcomes from USPTO patents with 853,638 reactions. Predict the reaction yield, written as a fraction of the theoretical maximum amount of product (1.0 means a 100% yield; for example, 0.34 means a 34% yield). (1) The reactants are [O:1]=[CH:2][C@H:3]([C@@H:5]([C@H:7]([CH2:9][OH:10])[OH:8])[OH:6])[OH:4].B(O)(O)O.[C:15]([OH:18])(=O)[CH3:16].C(O[C:23](=[O:25])[CH3:24])(=O)C. The catalyst is N1C=CC=CC=1.O.CO.CCOC(C)=O. The product is [C:2]([O:1][CH:2]1[O:8][C@@H:7]([CH2:9][O:10][C:15](=[O:18])[CH3:16])[C@@H:5]([O:6][C:23](=[O:25])[CH3:24])[C@@H:3]1[O:4][C:5](=[O:6])[CH3:7])(=[O:1])[CH3:3]. The yield is 0.850. (2) The reactants are [OH:1][CH2:2][C:3]1([C:6]2[CH:11]=[CH:10][C:9]([C:12]3[CH:13]=[C:14]4[C:18](=[CH:19][C:20]=3[CH3:21])[NH:17][CH:16]=[C:15]4[CH:22]=[O:23])=[CH:8][CH:7]=2)[CH2:5][CH2:4]1.Cl([O-])=[O:25].[Na+].P([O-])(O)(O)=O.[Na+].S([O-])([O-])=O.[Na+].[Na+]. The catalyst is C(#N)C.C(O)(C)(C)C.CC(=CC)C.O. The product is [OH:1][CH2:2][C:3]1([C:6]2[CH:7]=[CH:8][C:9]([C:12]3[CH:13]=[C:14]4[C:18](=[CH:19][C:20]=3[CH3:21])[NH:17][CH:16]=[C:15]4[C:22]([OH:25])=[O:23])=[CH:10][CH:11]=2)[CH2:4][CH2:5]1. The yield is 0.180. (3) The reactants are [CH2:1]([O:8][C:9]([N:11]1[CH2:15][C:14](=[CH2:16])[C@@:13]([CH3:20])(C(O)=O)[CH2:12]1)=[O:10])[C:2]1[CH:7]=[CH:6][CH:5]=[CH:4][CH:3]=1.C([N:23](CC)CC)C.C1(P(N=[N+]=[N-])(C2C=CC=CC=2)=O)C=CC=CC=1.[C:45](O[C:45]([O:47][C:48]([CH3:51])([CH3:50])[CH3:49])=[O:46])([O:47][C:48]([CH3:51])([CH3:50])[CH3:49])=[O:46]. The catalyst is C1(C)C=CC=CC=1. The product is [CH2:1]([O:8][C:9]([N:11]1[CH2:15][C:14](=[CH2:16])[C@:13]([NH:23][C:45]([O:47][C:48]([CH3:51])([CH3:50])[CH3:49])=[O:46])([CH3:20])[CH2:12]1)=[O:10])[C:2]1[CH:3]=[CH:4][CH:5]=[CH:6][CH:7]=1. The yield is 0.620. (4) The reactants are Cl[C:2]([O:4][CH3:5])=[O:3].[F:6][C:7]1[CH:12]=[CH:11][C:10]([F:13])=[CH:9][C:8]=1[NH:14][C:15]([C:17]1[CH:18]=[C:19]([C:24]2[CH:29]=[CH:28][C:27]([F:30])=[CH:26][C:25]=2[F:31])[CH:20]=[CH:21]C=1O)=[O:16].Cl. The catalyst is O1CCCC1.N1C=CC=CC=1. The product is [F:31][C:25]1[CH:26]=[C:27]([F:30])[CH:28]=[CH:29][C:24]=1[C:19]1[CH:20]=[CH:21][C:5]2[O:4][C:2](=[O:3])[N:14]([C:8]3[CH:9]=[C:10]([F:13])[CH:11]=[CH:12][C:7]=3[F:6])[C:15](=[O:16])[C:17]=2[CH:18]=1. The yield is 0.150. (5) The reactants are [OH-].[Na+].C[O:4][C:5](=[O:24])[C:6]1[CH:11]=[CH:10][C:9]([CH2:12][CH2:13][CH2:14][CH2:15][NH:16][C:17]([O:19][C:20]([CH3:23])([CH3:22])[CH3:21])=[O:18])=[CH:8][CH:7]=1. The catalyst is C1COCC1. The product is [C:20]([O:19][C:17]([NH:16][CH2:15][CH2:14][CH2:13][CH2:12][C:9]1[CH:8]=[CH:7][C:6]([C:5]([OH:24])=[O:4])=[CH:11][CH:10]=1)=[O:18])([CH3:23])([CH3:21])[CH3:22]. The yield is 0.950. (6) The reactants are [C:1]([C:3]1[CH:11]=[CH:10][C:6]([C:7]([OH:9])=O)=[C:5]([F:12])[CH:4]=1)#[N:2].C(Cl)(=O)C(Cl)=O.Cl.[CH2:20]([O:22][C:23](=[O:27])[CH2:24][CH2:25][NH2:26])[CH3:21].C(N(C(C)C)C(C)C)C. The catalyst is C(Cl)Cl.CN(C=O)C. The product is [C:1]([C:3]1[CH:11]=[CH:10][C:6]([C:7]([NH:26][CH2:25][CH2:24][C:23]([O:22][CH2:20][CH3:21])=[O:27])=[O:9])=[C:5]([F:12])[CH:4]=1)#[N:2]. The yield is 0.860. (7) The reactants are C([N:8]1[C:12]2([CH2:16][CH2:15][N:14]([C:17]3[CH:18]=[N:19][CH:20]=[C:21]([O:23][C:24]4[CH:29]=[CH:28][CH:27]=[CH:26][CH:25]=4)[CH:22]=3)[CH2:13]2)[CH2:11][CH2:10][CH2:9]1)C1C=CC=CC=1.Cl.[H][H]. The catalyst is C(O)C.[OH-].[OH-].[Pd+2]. The product is [O:23]([C:21]1[CH:22]=[C:17]([N:14]2[CH2:15][CH2:16][C:12]3([NH:8][CH2:9][CH2:10][CH2:11]3)[CH2:13]2)[CH:18]=[N:19][CH:20]=1)[C:24]1[CH:25]=[CH:26][CH:27]=[CH:28][CH:29]=1. The yield is 0.927. (8) The reactants are [OH:1][C:2]1[CH:3]=[C:4]([C:8]#[C:9][C:10]2[CH:11]=[C:12]([C:16]([N:18]=[S@:19]([CH2:27][C:28](OCC)=[O:29])([C:21]3[CH:26]=[CH:25][CH:24]=[CH:23][CH:22]=3)=[O:20])=[O:17])[CH:13]=[N:14][CH:15]=2)[CH:5]=[CH:6][CH:7]=1.[CH2:33]([CH2:35][NH2:36])[OH:34]. No catalyst specified. The product is [OH:34][CH2:33][CH2:35][NH:36][C:28](=[O:29])[CH2:27][S:19](=[O:20])([C:21]1[CH:26]=[CH:25][CH:24]=[CH:23][CH:22]=1)=[N:18][C:16](=[O:17])[C:12]1[CH:11]=[C:10]([C:9]#[C:8][C:4]2[CH:5]=[CH:6][CH:7]=[C:2]([OH:1])[CH:3]=2)[CH:15]=[N:14][CH:13]=1. The yield is 0.810.